Dataset: Full USPTO retrosynthesis dataset with 1.9M reactions from patents (1976-2016). Task: Predict the reactants needed to synthesize the given product. (1) Given the product [Cl:1][C:2]1[CH:11]=[CH:10][C:9]([N:12]2[C:16]([CH3:17])=[CH:15][CH:14]=[N:13]2)=[CH:8][C:3]=1[C:4]([NH2:18])=[O:5], predict the reactants needed to synthesize it. The reactants are: [Cl:1][C:2]1[CH:11]=[CH:10][C:9]([N:12]2[C:16]([CH3:17])=[CH:15][CH:14]=[N:13]2)=[CH:8][C:3]=1[C:4](OC)=[O:5].[NH3:18]. (2) Given the product [C:1]1([N:7]2[CH:11]=[CH:10][C:9]([C:12]([F:13])([F:14])[F:15])=[C:8]2[CH2:16][OH:17])[CH:2]=[CH:3][CH:4]=[CH:5][CH:6]=1, predict the reactants needed to synthesize it. The reactants are: [C:1]1([N:7]2[CH:11]=[CH:10][C:9]([C:12]([F:15])([F:14])[F:13])=[C:8]2[C:16](OC)=[O:17])[CH:6]=[CH:5][CH:4]=[CH:3][CH:2]=1.[H-].[H-].[H-].[H-].[Li+].[Al+3].